Dataset: Drug-target binding data from BindingDB using IC50 measurements. Task: Regression. Given a target protein amino acid sequence and a drug SMILES string, predict the binding affinity score between them. We predict pIC50 (pIC50 = -log10(IC50 in M); higher means more potent). Dataset: bindingdb_ic50. The pIC50 is 4.3. The compound is O=C1N[C@H](C(=O)O)CCCCCc2cccc(c2)C[C@@H]1CS. The target protein (P00800) has sequence MKMKMKLASFGLAAGLAAQVFLPYNALASTEHVTWNQQFQTPQFISGDLLKVNGTSPEELVYQYVEKNENKFKFHENAKDTLQLKEKKNDNLGFTFMRFQQTYKGIPVFGAVVTSHVKDGTLTALSGTLIPNLDTKGSLKSGKKLSEKQARDIAEKDLVANVTKEVPEYEQGKDTEFVVYVNGDEASLAYVVNLNFLTPEPGNWLYIIDAVDGKILNKFNQLDAAKPGDVKSITGTSTVGVGRGVLGDQKNINTTYSTYYYLQDNTRGNGIFTYDAKYRTTLPGSLWADADNQFFASYDAPAVDAHYYAGVTYDYYKNVHNRLSYDGNNAAIRSSVHYSQGYNNAFWNGSQMVYGDGDGQTFIPLSGGIDVVAHELTHAVTDYTAGLIYQNESGAINEAISDIFGTLVEFYANKNPDWEIGEDVYTPGISGDSLRSMSDPAKYGDPDHYSKRYTGTQDNGGVHINSGIINKAAYLISQGGTHYGVSVVGIGRDKLGKIFY....